Dataset: Full USPTO retrosynthesis dataset with 1.9M reactions from patents (1976-2016). Task: Predict the reactants needed to synthesize the given product. (1) Given the product [C:13]([C:5]1[C:4]([N+:1]([O-:3])=[O:2])=[CH:12][CH:11]=[CH:10][C:6]=1[C:7]([O:9][CH3:16])=[O:8])([OH:15])=[O:14], predict the reactants needed to synthesize it. The reactants are: [N+:1]([C:4]1[CH:12]=[CH:11][CH:10]=[C:6]([C:7]([OH:9])=[O:8])[C:5]=1[C:13]([OH:15])=[O:14])([O-:3])=[O:2].[CH:16](OC)(OC)OC.S(=O)(=O)(O)O. (2) Given the product [OH:29][C@H:26]1[C:9]([CH3:11])([CH3:10])[CH2:5][N:6]([C:14]2[CH:21]=[CH:20][C:17]([C:18]#[N:19])=[C:16]([C:22]([F:25])([F:24])[F:23])[CH:15]=2)[C@@H:7]1[CH3:8], predict the reactants needed to synthesize it. The reactants are: C1([C@]2(O)[CH2:8][CH2:7][NH:6][C@H:5]2[CH:9]([CH3:11])[CH3:10])CC1.F[C:14]1[CH:21]=[CH:20][C:17]([C:18]#[N:19])=[C:16]([C:22]([F:25])([F:24])[F:23])[CH:15]=1.[C:26](=[O:29])([O-])[O-].[Li+].[Li+]. (3) Given the product [CH3:28][C:25]1[CH:26]=[CH:27][C:22]2[N:23]([C:19]([CH:17]([CH:14]3[CH2:15][CH2:16][NH:11][CH2:12][CH2:13]3)[CH3:18])=[C:20]([CH3:34])[C:21]=2[C:29]([O:31][CH2:32][CH3:33])=[O:30])[N:24]=1, predict the reactants needed to synthesize it. The reactants are: C(OC([N:11]1[CH2:16][CH2:15][CH:14]([CH:17]([C:19]2[N:23]3[N:24]=[C:25]([CH3:28])[CH:26]=[CH:27][C:22]3=[C:21]([C:29]([O:31][CH2:32][CH3:33])=[O:30])[C:20]=2[CH3:34])[CH3:18])[CH2:13][CH2:12]1)=O)C1C=CC=CC=1. (4) Given the product [O:4]1[C:5]2([CH2:10][CH2:9][CH:8]([O:11][C:12]3[N:17]=[C:16]([C:18]([F:20])([F:21])[F:19])[N:15]=[C:14]([C:22]([CH3:28])([CH3:27])[CH2:23][OH:24])[CH:13]=3)[CH2:7][CH2:6]2)[O:1][CH2:2][CH2:3]1, predict the reactants needed to synthesize it. The reactants are: [O:1]1[C:5]2([CH2:10][CH2:9][CH:8]([O:11][C:12]3[N:17]=[C:16]([C:18]([F:21])([F:20])[F:19])[N:15]=[C:14]([C:22]([CH3:28])([CH3:27])[C:23](OC)=[O:24])[CH:13]=3)[CH2:7][CH2:6]2)[O:4][CH2:3][CH2:2]1.O1CCCC1.[BH4-].[Na+].CO. (5) The reactants are: [Br:1][C:2]1[CH:9]=[C:8]([CH3:10])[C:5]([CH2:6][NH2:7])=[C:4]([CH3:11])[CH:3]=1.Cl[C:13](Cl)([O:15]C(=O)OC(Cl)(Cl)Cl)Cl.C1(C2(CC(O)(C)C)OC(=O)N([C@H](C3C=CC(C4C=CN(C)C(=O)C=4)=CC=3)C)CC2)CC1. Given the product [Br:1][C:2]1[CH:3]=[C:4]([CH3:11])[C:5]([CH2:6][N:7]=[C:13]=[O:15])=[C:8]([CH3:10])[CH:9]=1, predict the reactants needed to synthesize it. (6) Given the product [Cl:1][C:2]1[CH:7]=[CH:6][C:5]([C@H:8]([CH2:26][CH:27]=[CH2:28])[C@@H:9]([C:13]2[CH:14]=[CH:15][C:16]([C:17]([OH:19])=[O:18])=[CH:24][CH:25]=2)[CH2:10][CH2:11][CH3:12])=[CH:4][CH:3]=1, predict the reactants needed to synthesize it. The reactants are: [Cl:1][C:2]1[CH:7]=[CH:6][C:5]([CH:8]([CH2:26][CH:27]=[CH2:28])[CH:9]([C:13]2[CH:25]=[CH:24][C:16]([C:17]([O:19]CCCC)=[O:18])=[CH:15][CH:14]=2)[CH2:10][CH2:11][CH3:12])=[CH:4][CH:3]=1.O.[OH-].[Li+]. (7) Given the product [F:1][C:2]1[CH:8]=[C:7]([O:9][CH:10]2[CH2:15][CH2:14][N:13]([CH3:16])[CH2:12][CH2:11]2)[CH:6]=[CH:5][C:3]=1[NH:4][C:18]1[N:27]=[CH:26][C:25]2[C:20](=[C:21]([C:28]3[CH:29]=[C:30]([NH:34][C:35](=[O:38])[CH:36]=[CH2:37])[CH:31]=[CH:32][CH:33]=3)[CH:22]=[CH:23][CH:24]=2)[N:19]=1, predict the reactants needed to synthesize it. The reactants are: [F:1][C:2]1[CH:8]=[C:7]([O:9][CH:10]2[CH2:15][CH2:14][N:13]([CH3:16])[CH2:12][CH2:11]2)[CH:6]=[CH:5][C:3]=1[NH2:4].Cl[C:18]1[N:27]=[CH:26][C:25]2[C:20](=[C:21]([C:28]3[CH:29]=[C:30]([NH:34][C:35](=[O:38])[CH:36]=[CH2:37])[CH:31]=[CH:32][CH:33]=3)[CH:22]=[CH:23][CH:24]=2)[N:19]=1.C(O)(C(F)(F)F)=O.